Dataset: Reaction yield outcomes from USPTO patents with 853,638 reactions. Task: Predict the reaction yield, written as a fraction of the theoretical maximum amount of product (1.0 means a 100% yield; for example, 0.34 means a 34% yield). (1) The reactants are FC1C=CC(F)=C2C=1C=CCO2.[F:13][C:14]1[CH:19]=[C:18]([O:20][CH2:21][C:22]#[CH:23])[CH:17]=[C:16]([F:24])[CH:15]=1. No catalyst specified. The product is [F:13][C:14]1[CH:15]=[C:16]([F:24])[CH:17]=[C:18]2[C:19]=1[CH:23]=[CH:22][CH2:21][O:20]2. The yield is 0.230. (2) The reactants are C([N:8]1[CH2:13][CH2:12][N:11]2[CH2:14][C@H:15]([CH2:18][N:19]3[C:27]4[C:22](=[CH:23][C:24]([F:28])=[CH:25][CH:26]=4)[CH:21]=[CH:20]3)[CH2:16][CH2:17][C@H:10]2[CH2:9]1)(OC(C)(C)C)=O.O. The catalyst is FC(F)(F)C(O)=O. The product is [F:28][C:24]1[CH:23]=[C:22]2[C:27](=[CH:26][CH:25]=1)[N:19]([CH2:18][C@H:15]1[CH2:14][N:11]3[CH2:12][CH2:13][NH:8][CH2:9][C@@H:10]3[CH2:17][CH2:16]1)[CH:20]=[CH:21]2. The yield is 0.900. (3) The reactants are [CH2:1]([O:8][CH2:9][CH2:10][CH2:11][CH2:12][CH2:13][CH2:14][O:15][CH2:16][C:17]([C:20]1[CH:21]=[C:22]([NH2:26])[CH:23]=[CH:24][CH:25]=1)([F:19])[F:18])[C:2]1[CH:7]=[CH:6][CH:5]=[CH:4][CH:3]=1.[N:27]([CH2:30][C:31]([O:33][CH2:34][CH3:35])=[O:32])=[C:28]=[O:29].CO. The catalyst is C(Cl)Cl. The product is [CH2:1]([O:8][CH2:9][CH2:10][CH2:11][CH2:12][CH2:13][CH2:14][O:15][CH2:16][C:17]([C:20]1[CH:21]=[C:22]([NH:26][C:28]([NH:27][CH2:30][C:31]([O:33][CH2:34][CH3:35])=[O:32])=[O:29])[CH:23]=[CH:24][CH:25]=1)([F:19])[F:18])[C:2]1[CH:7]=[CH:6][CH:5]=[CH:4][CH:3]=1. The yield is 0.950. (4) The reactants are [Cl-].[Mg+2].[Cl-].[CH2:4]([O:6][C:7](=[O:21])[C:8](=O)[CH2:9][N:10]1[C:19]2[C:14](=[CH:15][CH:16]=[CH:17][CH:18]=2)[CH2:13][CH2:12][CH2:11]1)[CH3:5]. The catalyst is COCCO. The product is [CH2:4]([O:6][C:7]([C:8]1[C:18]2=[C:19]3[C:14](=[CH:15][CH:16]=[CH:17]2)[CH2:13][CH2:12][CH2:11][N:10]3[CH:9]=1)=[O:21])[CH3:5]. The yield is 0.470.